Dataset: Forward reaction prediction with 1.9M reactions from USPTO patents (1976-2016). Task: Predict the product of the given reaction. (1) Given the reactants [Cl:1][C:2]1[N:3]=[C:4]([N:12]2[CH2:17][CH2:16][O:15][CH2:14][CH2:13]2)[C:5]2[S:10][C:9](I)=[CH:8][C:6]=2[N:7]=1.[N:18]1[NH:19][N:20]=[N:21][C:22]=1[C:23]1[CH:24]=[C:25](B(O)O)[CH:26]=[CH:27][CH:28]=1, predict the reaction product. The product is: [NH:21]1[C:22]([C:23]2[CH:28]=[C:27]([C:9]3[S:10][C:5]4[C:4]([N:12]5[CH2:17][CH2:16][O:15][CH2:14][CH2:13]5)=[N:3][C:2]([Cl:1])=[N:7][C:6]=4[CH:8]=3)[CH:26]=[CH:25][CH:24]=2)=[N:18][N:19]=[N:20]1. (2) Given the reactants [CH:1]([C@H:14]1[N:19]2[CH2:20][CH2:21][N:22]([C:24](=[O:30])[CH2:25][C:26]([O:28]C)=[O:27])[CH2:23][C@H:18]2[CH2:17][N:16]([CH2:31][C:32]2[CH:37]=[C:36]([N:38]3[C:42]([C:43]([F:46])([F:45])[F:44])=[N:41][N:40]=[N:39]3)[CH:35]=[CH:34][C:33]=2[O:47][CH3:48])[CH2:15]1)([C:8]1[CH:13]=[CH:12][CH:11]=[CH:10][CH:9]=1)[C:2]1[CH:7]=[CH:6][CH:5]=[CH:4][CH:3]=1.C(=O)([O-])[O-].[K+].[K+], predict the reaction product. The product is: [CH:1]([C@H:14]1[N:19]2[CH2:20][CH2:21][N:22]([C:24](=[O:30])[CH2:25][C:26]([OH:28])=[O:27])[CH2:23][C@H:18]2[CH2:17][N:16]([CH2:31][C:32]2[CH:37]=[C:36]([N:38]3[C:42]([C:43]([F:46])([F:44])[F:45])=[N:41][N:40]=[N:39]3)[CH:35]=[CH:34][C:33]=2[O:47][CH3:48])[CH2:15]1)([C:2]1[CH:7]=[CH:6][CH:5]=[CH:4][CH:3]=1)[C:8]1[CH:9]=[CH:10][CH:11]=[CH:12][CH:13]=1. (3) Given the reactants [CH2:1]([O:8][C@H:9]1[C@H:15]([O:16][CH2:17][C:18]2[CH:23]=[CH:22][CH:21]=[CH:20][CH:19]=2)[C@@H:14]([O:24][CH2:25][C:26]2[CH:31]=[CH:30][CH:29]=[CH:28][CH:27]=2)[C@:13]2([C:33]3[CH:38]=[CH:37][C:36]([Cl:39])=[C:35]([CH2:40][C:41]4[CH:46]=[CH:45][C:44]([O:47][CH2:48][C:49]([F:52])([F:51])[F:50])=[CH:43][CH:42]=4)[CH:34]=3)[O:32][C@@:10]1([CH:53]=[O:54])[CH2:11][O:12]2)[C:2]1[CH:7]=[CH:6][CH:5]=[CH:4][CH:3]=1.[CH3:55][Mg]Br, predict the reaction product. The product is: [CH2:1]([O:8][C@H:9]1[C@H:15]([O:16][CH2:17][C:18]2[CH:23]=[CH:22][CH:21]=[CH:20][CH:19]=2)[C@@H:14]([O:24][CH2:25][C:26]2[CH:31]=[CH:30][CH:29]=[CH:28][CH:27]=2)[C@:13]2([C:33]3[CH:38]=[CH:37][C:36]([Cl:39])=[C:35]([CH2:40][C:41]4[CH:42]=[CH:43][C:44]([O:47][CH2:48][C:49]([F:52])([F:51])[F:50])=[CH:45][CH:46]=4)[CH:34]=3)[O:32][C@@:10]1([CH:53]([OH:54])[CH3:55])[CH2:11][O:12]2)[C:2]1[CH:3]=[CH:4][CH:5]=[CH:6][CH:7]=1. (4) Given the reactants [CH2:1]([O:3][C:4]([O:6][C:7]1[C:12]([O:13][CH3:14])=[CH:11][C:10]([C:15]([O:17][C@H:18]2[C@H:38]([O:39][CH3:40])[C@@H:37]([C:41]([O:43][CH3:44])=[O:42])[C@@H:36]3[C@@H:20]([CH2:21][N:22]4[C@H:34]([CH2:35]3)[C:33]3[NH:32][C:31]5[C:26](=[CH:27][CH:28]=[C:29]([OH:45])[CH:30]=5)[C:25]=3[CH2:24][CH2:23]4)[CH2:19]2)=[O:16])=[CH:9][C:8]=1[O:46][CH3:47])=[O:5])[CH3:2].[C:48](OC(=O)C)(=[O:50])[CH3:49], predict the reaction product. The product is: [C:48]([O:45][C:29]1[CH:30]=[C:31]2[C:26](=[CH:27][CH:28]=1)[C:25]1[CH2:24][CH2:23][N:22]3[C@H:34]([CH2:35][C@H:36]4[C@@H:20]([CH2:21]3)[CH2:19][C@@H:18]([O:17][C:15]([C:10]3[CH:9]=[C:8]([O:46][CH3:47])[C:7]([O:6][C:4]([O:3][CH2:1][CH3:2])=[O:5])=[C:12]([O:13][CH3:14])[CH:11]=3)=[O:16])[C@H:38]([O:39][CH3:40])[C@H:37]4[C:41]([O:43][CH3:44])=[O:42])[C:33]=1[NH:32]2)(=[O:50])[CH3:49]. (5) Given the reactants [C:1]([O:5][C:6](=[O:24])[NH:7][C@H:8]([C:17]([C:19]1[S:20][CH:21]=[CH:22][N:23]=1)=[O:18])[CH2:9][CH2:10][C:11]1[CH:16]=[CH:15][CH:14]=[CH:13][CH:12]=1)([CH3:4])([CH3:3])[CH3:2].[BH4-].[Na+].O.Cl, predict the reaction product. The product is: [C:1]([O:5][C:6](=[O:24])[NH:7][C@H:8]([CH:17]([OH:18])[C:19]1[S:20][CH:21]=[CH:22][N:23]=1)[CH2:9][CH2:10][C:11]1[CH:12]=[CH:13][CH:14]=[CH:15][CH:16]=1)([CH3:4])([CH3:2])[CH3:3]. (6) The product is: [NH2:1][C@H:4]1[CH2:28][CH2:27][C@@:26]2([CH3:29])[C:6](=[CH:7][CH2:8][C@@H:9]3[C@@H:25]2[CH2:24][CH2:23][C@@:22]2([CH3:30])[C@H:10]3[CH2:11][CH2:12][C@@H:13]2[C@H:14]([CH3:21])[CH2:15][CH2:16][CH2:17][CH:18]([CH3:20])[CH3:19])[CH2:5]1. Given the reactants [N:1]([C@H:4]1[CH2:28][CH2:27][C@@:26]2([CH3:29])[C:6](=[CH:7][CH2:8][C@@H:9]3[C@@H:25]2[CH2:24][CH2:23][C@@:22]2([CH3:30])[C@H:10]3[CH2:11][CH2:12][C@@H:13]2[C@H:14]([CH3:21])[CH2:15][CH2:16][CH2:17][CH:18]([CH3:20])[CH3:19])[CH2:5]1)=[N+]=[N-].[H-].[Al+3].[Li+].[H-].[H-].[H-], predict the reaction product.